From a dataset of Full USPTO retrosynthesis dataset with 1.9M reactions from patents (1976-2016). Predict the reactants needed to synthesize the given product. (1) Given the product [C:28]([O:27][C:25](=[O:26])[CH2:24][O:16][C:15]1[CH:14]=[CH:13][C:12]([CH2:17][C:18]([O:20][CH2:21][CH3:22])=[O:19])=[CH:11][C:10]=1[O:9][CH2:7][CH3:8])([CH3:31])([CH3:30])[CH3:29], predict the reactants needed to synthesize it. The reactants are: C(=O)([O-])[O-].[K+].[K+].[CH2:7]([O:9][C:10]1[CH:11]=[C:12]([CH2:17][C:18]([O:20][CH2:21][CH3:22])=[O:19])[CH:13]=[CH:14][C:15]=1[OH:16])[CH3:8].Br[CH2:24][C:25]([O:27][C:28]([CH3:31])([CH3:30])[CH3:29])=[O:26]. (2) Given the product [CH3:20][S:19][C:16]1[S:15][C:14]([C:12]2[N:13]=[C:8]([O:24][C:25]3[CH:26]=[CH:27][C:28]([CH2:31][C:32]([O:34][CH3:35])=[O:33])=[CH:29][CH:30]=3)[C:9]3[CH2:23][CH2:22][CH2:21][C:10]=3[N:11]=2)=[CH:18][CH:17]=1, predict the reactants needed to synthesize it. The reactants are: C(=O)([O-])[O-].[K+].[K+].Cl[C:8]1[C:9]2[CH2:23][CH2:22][CH2:21][C:10]=2[N:11]=[C:12]([C:14]2[S:15][C:16]([S:19][CH3:20])=[CH:17][CH:18]=2)[N:13]=1.[OH:24][C:25]1[CH:30]=[CH:29][C:28]([CH2:31][C:32]([O:34][CH3:35])=[O:33])=[CH:27][CH:26]=1.